This data is from Catalyst prediction with 721,799 reactions and 888 catalyst types from USPTO. The task is: Predict which catalyst facilitates the given reaction. (1) Reactant: C([O:9][CH2:10][CH2:11][N:12]1[C:20]2[C:19](Cl)=[N:18][CH:17]=[N:16][C:15]=2[CH:14]=[CH:13]1)(=O)C1C=CC=CC=1.[NH2:22][C:23]1[CH:44]=[CH:43][C:26]([O:27][C:28]2[CH:29]=[C:30]([C:34](=[O:42])[CH2:35][C:36]3[CH:41]=[CH:40][CH:39]=[CH:38][CH:37]=3)[CH:31]=[CH:32][CH:33]=2)=[C:25]([Cl:45])[CH:24]=1.C(O)(C)C.[OH-].[Na+]. Product: [Cl:45][C:25]1[CH:24]=[C:23]([NH:22][C:19]2[C:20]3[N:12]([CH2:11][CH2:10][OH:9])[CH:13]=[CH:14][C:15]=3[N:16]=[CH:17][N:18]=2)[CH:44]=[CH:43][C:26]=1[O:27][C:28]1[CH:29]=[C:30]([C:34](=[O:42])[CH2:35][C:36]2[CH:41]=[CH:40][CH:39]=[CH:38][CH:37]=2)[CH:31]=[CH:32][CH:33]=1. The catalyst class is: 83. (2) Reactant: [C:1]1([CH2:17][CH2:18][CH2:19][C:20]([OH:22])=O)[C:14]2[C:15]3=[C:16]4[C:11](=[CH:12][CH:13]=2)[CH:10]=[CH:9][CH:8]=[C:7]4[CH:6]=[CH:5][C:4]3=[CH:3][CH:2]=1.O=S(Cl)[Cl:25]. Product: [C:1]1([CH2:17][CH2:18][CH2:19][C:20]([Cl:25])=[O:22])[C:14]2[C:15]3=[C:16]4[C:11](=[CH:12][CH:13]=2)[CH:10]=[CH:9][CH:8]=[C:7]4[CH:6]=[CH:5][C:4]3=[CH:3][CH:2]=1. The catalyst class is: 2. (3) Reactant: Br[CH2:2][C:3]1[CH:8]=[CH:7][CH:6]=[CH:5][C:4]=1[C:9]([F:12])([F:11])[F:10].[N-:13]=[N+:14]=[N-:15].[Na+]. Product: [F:10][C:9]([F:12])([F:11])[C:4]1[CH:5]=[CH:6][CH:7]=[CH:8][C:3]=1[CH2:2][N:13]=[N+:14]=[N-:15]. The catalyst class is: 16. (4) Reactant: [NH2:1][C:2]1[S:3][CH:4]=[C:5]([C:7]([O:9][CH3:10])=[O:8])[N:6]=1.C1C(=O)N([I:18])C(=O)C1. Product: [NH2:1][C:2]1[S:3][C:4]([I:18])=[C:5]([C:7]([O:9][CH3:10])=[O:8])[N:6]=1. The catalyst class is: 91. (5) Reactant: [F:1][C:2]1[CH:3]=[C:4]([C@H:10]([NH:13]C(=O)OC(C)(C)C)[CH2:11][OH:12])[CH:5]=[C:6]([CH2:8][F:9])[CH:7]=1.Cl. Product: [NH2:13][C@@H:10]([C:4]1[CH:5]=[C:6]([CH2:8][F:9])[CH:7]=[C:2]([F:1])[CH:3]=1)[CH2:11][OH:12]. The catalyst class is: 2. (6) The catalyst class is: 2. Reactant: [Cl:1][C:2]1[C:11]2[C:6](=[CH:7][C:8]([OH:14])=[C:9]([C:12]#[N:13])[CH:10]=2)[N:5]=[CH:4][CH:3]=1.O[CH2:16][CH2:17][O:18][CH:19]1[CH2:24][CH2:23][O:22][CH2:21][CH2:20]1.C1(P(C2C=CC=CC=2)C2C=CC=CC=2)C=CC=CC=1.N(C(OCC)=O)=NC(OCC)=O. Product: [Cl:1][C:2]1[C:11]2[C:6](=[CH:7][C:8]([O:14][CH2:16][CH2:17][O:18][CH:19]3[CH2:24][CH2:23][O:22][CH2:21][CH2:20]3)=[C:9]([C:12]#[N:13])[CH:10]=2)[N:5]=[CH:4][CH:3]=1.